Dataset: Full USPTO retrosynthesis dataset with 1.9M reactions from patents (1976-2016). Task: Predict the reactants needed to synthesize the given product. (1) Given the product [CH:1]([C:4]1[CH:9]=[CH:8][C:7]([CH:10]2[C:14]3[C:15]([CH3:22])=[C:16]([NH:21][C:34](=[O:35])[CH2:33][C:30]4[CH:31]=[CH:32][C:27]([O:26][CH3:25])=[CH:28][CH:29]=4)[C:17]([CH3:20])=[C:18]([CH3:19])[C:13]=3[O:12][C:11]2([CH3:24])[CH3:23])=[CH:6][CH:5]=1)([CH3:3])[CH3:2], predict the reactants needed to synthesize it. The reactants are: [CH:1]([C:4]1[CH:9]=[CH:8][C:7]([CH:10]2[C:14]3[C:15]([CH3:22])=[C:16]([NH2:21])[C:17]([CH3:20])=[C:18]([CH3:19])[C:13]=3[O:12][C:11]2([CH3:24])[CH3:23])=[CH:6][CH:5]=1)([CH3:3])[CH3:2].[CH3:25][O:26][C:27]1[CH:32]=[CH:31][C:30]([CH2:33][C:34](Cl)=[O:35])=[CH:29][CH:28]=1. (2) Given the product [C:1]([S:4][CH2:5][CH2:6][C:7]1[C:15]2[C:10](=[CH:11][CH:12]=[CH:13][CH:14]=2)[N:9]([C:20]2[CH:25]=[CH:24][CH:23]=[CH:22][CH:21]=2)[C:8]=1[C:16]([O:18][CH3:19])=[O:17])(=[O:3])[CH3:2], predict the reactants needed to synthesize it. The reactants are: [C:1]([S:4][CH2:5][CH2:6][C:7]1[C:15]2[C:10](=[CH:11][CH:12]=[CH:13][CH:14]=2)[NH:9][C:8]=1[C:16]([O:18][CH3:19])=[O:17])(=[O:3])[CH3:2].[C:20]1(B(O)O)[CH:25]=[CH:24][CH:23]=[CH:22][CH:21]=1.N1C=CC=CC=1. (3) The reactants are: S(=O)(=O)(O)O.[OH:6][C:7]1[CH:8]=[C:9]([CH:14]=[CH:15][C:16]=1[O:17][CH3:18])[C:10]([O:12][CH3:13])=[O:11].[N+:19]([O-])([O:21]C(C)C)=[O:20]. Given the product [OH:6][C:7]1[C:8]([N+:19]([O-:21])=[O:20])=[C:9]([CH:14]=[CH:15][C:16]=1[O:17][CH3:18])[C:10]([O:12][CH3:13])=[O:11], predict the reactants needed to synthesize it. (4) Given the product [F:29][C:24]1([F:30])[C:2]2([C:11]3[C:6](=[CH:7][CH:8]=[CH:9][CH:10]=3)[N:5]([NH:12][C:13]([O:15][C:16]([CH3:19])([CH3:18])[CH3:17])=[O:14])[CH2:4][CH2:3]2)[CH2:1]1, predict the reactants needed to synthesize it. The reactants are: [CH2:1]=[C:2]1[C:11]2[C:6](=[CH:7][CH:8]=[CH:9][CH:10]=2)[N:5]([NH:12][C:13]([O:15][C:16]([CH3:19])([CH3:18])[CH3:17])=[O:14])[CH2:4][CH2:3]1.FS([C:24]([F:30])([F:29])C(OC)=O)(=O)=O. (5) Given the product [Cl:1][C:2]1[CH:3]=[C:4]([C:12]2[O:14][N:15]=[C:16]([C:18]3[C:23]4[CH:24]=[CH:25][O:26][C:22]=4[C:21]([OH:27])=[CH:20][CH:19]=3)[N:17]=2)[CH:5]=[N:6][C:7]=1[O:8][CH:9]([CH3:11])[CH3:10], predict the reactants needed to synthesize it. The reactants are: [Cl:1][C:2]1[CH:3]=[C:4]([C:12]([O:14][NH:15][C:16]([C:18]2[CH:19]=[CH:20][C:21]([O:27]COCC[Si](C)(C)C)=[C:22]3[O:26][CH:25]=[CH:24][C:23]=23)=[NH:17])=O)[CH:5]=[N:6][C:7]=1[O:8][CH:9]([CH3:11])[CH3:10].CCCC[N+](CCCC)(CCCC)CCCC.[F-].CCOC(C)=O.